Dataset: Peptide-MHC class I binding affinity with 185,985 pairs from IEDB/IMGT. Task: Regression. Given a peptide amino acid sequence and an MHC pseudo amino acid sequence, predict their binding affinity value. This is MHC class I binding data. (1) The peptide sequence is EGGVGWRHW. The MHC is HLA-A68:02 with pseudo-sequence HLA-A68:02. The binding affinity (normalized) is 0. (2) The peptide sequence is WMACHSAAF. The MHC is HLA-A26:03 with pseudo-sequence HLA-A26:03. The binding affinity (normalized) is 0.532. (3) The peptide sequence is DIAEHGAYY. The MHC is HLA-A26:01 with pseudo-sequence HLA-A26:01. The binding affinity (normalized) is 0.872. (4) The peptide sequence is RKWGLDFCY. The MHC is HLA-A69:01 with pseudo-sequence HLA-A69:01. The binding affinity (normalized) is 0.0847. (5) The peptide sequence is HPLSHFVNL. The MHC is HLA-A69:01 with pseudo-sequence HLA-A69:01. The binding affinity (normalized) is 0.632. (6) The peptide sequence is EAFPYEITE. The MHC is HLA-B08:01 with pseudo-sequence HLA-B08:01. The binding affinity (normalized) is 0.0847. (7) The peptide sequence is PLTGNNTIT. The MHC is HLA-A02:06 with pseudo-sequence HLA-A02:06. The binding affinity (normalized) is 0.00835. (8) The peptide sequence is TMLYNKMEF. The MHC is HLA-A26:02 with pseudo-sequence HLA-A26:02. The binding affinity (normalized) is 0.0847. (9) The peptide sequence is ITPIGLAPTSV. The MHC is Mamu-A02 with pseudo-sequence Mamu-A02. The binding affinity (normalized) is 0.106. (10) The peptide sequence is FPHCLAFSY. The MHC is HLA-B07:02 with pseudo-sequence HLA-B07:02. The binding affinity (normalized) is 0.199.